This data is from Forward reaction prediction with 1.9M reactions from USPTO patents (1976-2016). The task is: Predict the product of the given reaction. (1) Given the reactants Cl.Cl[C:3]1[CH:4]=[CH:5][C:6]2[CH2:12][CH2:11][C:10]3[CH:13]=[CH:14][CH:15]=[CH:16][C:9]=3[N:8]([CH2:17][CH2:18][CH2:19][NH2:20])[C:7]=2[CH:21]=1.CCN(CC)CC.[F:29][C:30]([F:42])([F:41])[C:31]1[CH:36]=[CH:35][C:34]([S:37](Cl)(=[O:39])=[O:38])=[CH:33][CH:32]=1, predict the reaction product. The product is: [CH:5]1[C:6]2[CH2:12][CH2:11][C:10]3[CH:13]=[CH:14][CH:15]=[CH:16][C:9]=3[N:8]([CH2:17][CH2:18][CH2:19][NH:20][S:37]([C:34]3[CH:33]=[CH:32][C:31]([C:30]([F:29])([F:41])[F:42])=[CH:36][CH:35]=3)(=[O:39])=[O:38])[C:7]=2[CH:21]=[CH:3][CH:4]=1. (2) Given the reactants [O:1]=[S:2]1(=[O:28])[C:7]2[CH:8]=[CH:9][CH:10]=[CH:11][C:6]=2[NH:5][C:4]([C:12]2[C:13](=[O:27])[C:14]([CH3:26])([CH2:23][CH2:24][CH3:25])[C:15]3[C:20]([C:21]=2[OH:22])=[CH:19][CH:18]=[CH:17][CH:16]=3)=[N:3]1.[OH-].[Na+:30], predict the reaction product. The product is: [O:28]=[S:2]1(=[O:1])[C:7]2[CH:8]=[CH:9][CH:10]=[CH:11][C:6]=2[NH:5][C:4]([C:12]2[C:13](=[O:27])[C:14]([CH3:26])([CH2:23][CH2:24][CH3:25])[C:15]3[C:20](=[CH:19][CH:18]=[CH:17][CH:16]=3)[C:21]=2[O-:22])=[N:3]1.[Na+:30]. (3) Given the reactants [Cl:1][C:2]1[CH:3]=[C:4]([CH:6]=[C:7]([Cl:10])[C:8]=1[Cl:9])[NH2:5].[C:11](=O)([O-])[O-].[K+].[K+].IC, predict the reaction product. The product is: [CH3:11][NH:5][C:4]1[CH:3]=[C:2]([Cl:1])[C:8]([Cl:9])=[C:7]([Cl:10])[CH:6]=1. (4) Given the reactants [N:1]1([C:7]([N:9]2[CH2:14][CH:13]([C:15]3[CH:20]=[CH:19][C:18]([O:21][C:22]([F:25])([F:24])[F:23])=[CH:17][CH:16]=3)[CH2:12][CH:11]([C:26](O)=[O:27])[CH2:10]2)=[O:8])[CH2:6][CH2:5][O:4][CH2:3][CH2:2]1.O[NH:30][C:31]([CH:33]1[CH2:35][CH2:34]1)=[NH:32], predict the reaction product. The product is: [CH:33]1([C:31]2[N:32]=[C:26]([CH:11]3[CH2:12][CH:13]([C:15]4[CH:20]=[CH:19][C:18]([O:21][C:22]([F:24])([F:25])[F:23])=[CH:17][CH:16]=4)[CH2:14][N:9]([C:7]([N:1]4[CH2:6][CH2:5][O:4][CH2:3][CH2:2]4)=[O:8])[CH2:10]3)[O:27][N:30]=2)[CH2:35][CH2:34]1. (5) Given the reactants [NH:1]1[CH:8]=[N:7][C:5]([NH2:6])=[N:4][C:2]1=[O:3].S([O-])([O-])(=O)=O.[NH4+].[NH4+].[CH3:16][Si:17](N[Si:17]([CH3:19])([CH3:18])[CH3:16])([CH3:19])[CH3:18], predict the reaction product. The product is: [CH3:16][Si:17]([N:1]1[CH:8]=[N:7][C:5]([NH2:6])=[N:4][C:2]1=[O:3])([CH3:19])[CH3:18]. (6) Given the reactants [Cl:1][C:2]1[CH:7]=[CH:6][C:5]([N+:8]([O-:10])=[O:9])=[CH:4][C:3]=1[C:11]1[NH:15][C:14]2[CH:16]=[CH:17][C:18]([C:20]([NH:22][OH:23])=[NH:21])=[CH:19][C:13]=2[N:12]=1.[CH3:24]CCCCCC, predict the reaction product. The product is: [Cl:1][C:2]1[CH:7]=[CH:6][C:5]([N+:8]([O-:10])=[O:9])=[CH:4][C:3]=1[C:11]1[NH:15][C:14]2[CH:16]=[CH:17][C:18]([C:20]3[N:21]=[CH:24][O:23][N:22]=3)=[CH:19][C:13]=2[N:12]=1. (7) Given the reactants [Br:1][C:2]1[CH:3]=[N:4][C:5](I)=[N:6][CH:7]=1.[CH2:9]([Sn](CCCC)(CCCC)C=C)[CH2:10]CC, predict the reaction product. The product is: [Br:1][C:2]1[CH:3]=[N:4][C:5]([CH:9]=[CH2:10])=[N:6][CH:7]=1.